This data is from Full USPTO retrosynthesis dataset with 1.9M reactions from patents (1976-2016). The task is: Predict the reactants needed to synthesize the given product. (1) Given the product [Cl:30][C:21]1[CH:22]=[C:23]([S:26]([CH3:29])(=[O:28])=[O:27])[CH:24]=[CH:25][C:20]=1[CH2:19][N:7]1[C:8]2=[N:9][CH:10]=[CH:11][CH:12]=[C:13]2[C:5]([CH2:4][C:3]([OH:2])=[O:15])=[C:6]1[CH3:14], predict the reactants needed to synthesize it. The reactants are: C[O:2][C:3](=[O:15])[CH2:4][C:5]1[C:13]2[C:8](=[N:9][CH:10]=[CH:11][CH:12]=2)[NH:7][C:6]=1[CH3:14].[H-].[Na+].Br[CH2:19][C:20]1[CH:25]=[CH:24][C:23]([S:26]([CH3:29])(=[O:28])=[O:27])=[CH:22][C:21]=1[Cl:30].[I-].[Na+]. (2) The reactants are: C[O:2][C:3](=[O:19])[CH:4]([C:9]1[CH:14]=[CH:13][C:12]([Br:15])=[CH:11][C:10]=1[N+:16]([O-:18])=[O:17])C(OC)=O.Cl. Given the product [Br:15][C:12]1[CH:13]=[CH:14][C:9]([CH2:4][C:3]([OH:19])=[O:2])=[C:10]([N+:16]([O-:18])=[O:17])[CH:11]=1, predict the reactants needed to synthesize it. (3) The reactants are: C[O:2][C:3]1[CH:22]=[CH:21][C:6]([CH:7]=[C:8]2[CH2:13][CH2:12][CH2:11][N:10]([C:14]([O:16][C:17]([CH3:20])([CH3:19])[CH3:18])=[O:15])[CH2:9]2)=[CH:5][C:4]=1[N+:23]([O-:25])=[O:24].B(Br)(Br)Br.O(C(OC(C)(C)C)=O)C(OC(C)(C)C)=O.C(N(CC)CC)C. Given the product [OH:2][C:3]1[CH:22]=[CH:21][C:6]([CH:7]=[C:8]2[CH2:13][CH2:12][CH2:11][N:10]([C:14]([O:16][C:17]([CH3:20])([CH3:18])[CH3:19])=[O:15])[CH2:9]2)=[CH:5][C:4]=1[N+:23]([O-:25])=[O:24], predict the reactants needed to synthesize it. (4) Given the product [F:1][C:2]1[CH:3]=[CH:4][C:5]([O:12][CH2:22][CH2:21][C:18]2[CH:17]=[CH:16][C:15]([C:14]([F:13])([F:24])[F:25])=[CH:20][CH:19]=2)=[C:6]([CH:11]=1)[C:7]([O:9][CH3:10])=[O:8], predict the reactants needed to synthesize it. The reactants are: [F:1][C:2]1[CH:11]=[C:6]([C:7]([O:9][CH3:10])=[O:8])[C:5]([OH:12])=[CH:4][CH:3]=1.[F:13][C:14]([F:25])([F:24])[C:15]1[CH:20]=[CH:19][C:18]([CH2:21][CH2:22]O)=[CH:17][CH:16]=1.C1(P(C2C=CC=CC=2)C2C=CC=CC=2)C=CC=CC=1.CCOC(/N=N/C(OCC)=O)=O. (5) Given the product [CH3:1][NH:2][C:3]([C:5]1[CH:6]=[N:7][N:8]([C:10]2[N:18]=[C:17]3[C:13]([N:14]=[CH:15][N:16]3[C@@H:19]3[CH2:23][C@H:22]([NH:24][C:25](=[O:28])[CH2:26][CH3:27])[C@@H:21]([OH:29])[C@H:20]3[OH:30])=[C:12]([NH2:31])[N:11]=2)[CH:9]=1)=[O:4], predict the reactants needed to synthesize it. The reactants are: [CH3:1][NH:2][C:3]([C:5]1[CH:6]=[N:7][N:8]([C:10]2[N:18]=[C:17]3[C:13]([N:14]=[CH:15][N:16]3[C@@H:19]3[CH2:23][C@H:22]([NH:24][C:25](=[O:28])[CH2:26][CH3:27])[C@@H:21]([OH:29])[C@H:20]3[OH:30])=[C:12]([NH:31]C(C3C=CC(OC)=CC=3)C3C=CC(OC)=CC=3)[N:11]=2)[CH:9]=1)=[O:4].FC(F)(F)C(O)=O. (6) The reactants are: [CH3:1][O:2][C:3](=[O:20])[C:4]1[CH:9]=[C:8]([O:10][CH3:11])[C:7]([O:12][CH3:13])=[C:6]([S:14]C(=O)N(C)C)[CH:5]=1.CO[Na].Cl. Given the product [CH3:1][O:2][C:3](=[O:20])[C:4]1[CH:9]=[C:8]([O:10][CH3:11])[C:7]([O:12][CH3:13])=[C:6]([SH:14])[CH:5]=1, predict the reactants needed to synthesize it. (7) Given the product [F:20][C:17]1[CH:18]=[CH:19][C:14]2[NH:13][C:11](=[O:12])[C:3]3[C:4]4[CH2:10][CH2:9][CH2:8][CH2:7][C:5]=4[S:6][C:2]=3[S:21][C:15]=2[CH:16]=1, predict the reactants needed to synthesize it. The reactants are: Br[C:2]1[S:6][C:5]2[CH2:7][CH2:8][CH2:9][CH2:10][C:4]=2[C:3]=1[C:11]([NH:13][C:14]1[CH:19]=[CH:18][C:17]([F:20])=[CH:16][C:15]=1[SH:21])=[O:12].C(=O)([O-])[O-].[K+].[K+]. (8) Given the product [CH3:1][N:2]1[C:10]2[C:5](=[CH:6][CH:7]=[CH:8][CH:9]=2)[C:4]([CH3:11])=[C:3]1[CH2:12][N:13]([CH3:14])[C:22](=[O:25])[CH:23]=[CH2:24], predict the reactants needed to synthesize it. The reactants are: [CH3:1][N:2]1[C:10]2[C:5](=[CH:6][CH:7]=[CH:8][CH:9]=2)[C:4]([CH3:11])=[C:3]1[CH2:12][NH:13][CH3:14].CCN(CC)CC.[C:22](Cl)(=[O:25])[CH:23]=[CH2:24]. (9) Given the product [Cl:1][C:2]1[CH:3]=[C:4]([N:8]2[N:12]=[N:11][C:10]([CH:13]([O:15][C:22]3[N:23]([CH3:33])[C:24]([C:27]4[CH:28]=[N:29][CH:30]=[CH:31][CH:32]=4)=[N:25][N:26]=3)[CH3:14])=[N:9]2)[CH:5]=[CH:6][CH:7]=1, predict the reactants needed to synthesize it. The reactants are: [Cl:1][C:2]1[CH:3]=[C:4]([N:8]2[N:12]=[N:11][C:10]([CH:13]([OH:15])[CH3:14])=[N:9]2)[CH:5]=[CH:6][CH:7]=1.[H-].[Na+].CS([C:22]1[N:23]([CH3:33])[C:24]([C:27]2[CH:28]=[N:29][CH:30]=[CH:31][CH:32]=2)=[N:25][N:26]=1)(=O)=O.